Dataset: M1 muscarinic receptor antagonist screen with 61,756 compounds. Task: Binary Classification. Given a drug SMILES string, predict its activity (active/inactive) in a high-throughput screening assay against a specified biological target. (1) The compound is S(=O)(=O)(N1CCN(CC1)C)c1ccc(N(Cc2sccc2)C)nc1. The result is 0 (inactive). (2) The drug is O(c1c2ncccc2ccc1)C(=O)N(c1ccccc1)C. The result is 0 (inactive).